This data is from Full USPTO retrosynthesis dataset with 1.9M reactions from patents (1976-2016). The task is: Predict the reactants needed to synthesize the given product. Given the product [Cl:1][C:2]1[CH:7]=[CH:6][C:5]([C:8]2[CH:9]=[C:10]([C:21]3[NH:24][N:25]=[N:26][N:22]=3)[S:11][C:12]=2[C:13]2[CH:18]=[CH:17][C:16]([Cl:19])=[CH:15][C:14]=2[CH3:20])=[C:4]([CH3:23])[CH:3]=1, predict the reactants needed to synthesize it. The reactants are: [Cl:1][C:2]1[CH:7]=[CH:6][C:5]([C:8]2[CH:9]=[C:10]([C:21]#[N:22])[S:11][C:12]=2[C:13]2[CH:18]=[CH:17][C:16]([Cl:19])=[CH:15][C:14]=2[CH3:20])=[C:4]([CH3:23])[CH:3]=1.[N-:24]=[N+:25]=[N-:26].[Na+].